Dataset: Forward reaction prediction with 1.9M reactions from USPTO patents (1976-2016). Task: Predict the product of the given reaction. (1) Given the reactants [N:1]1([C:11]([O:13][C:14]([CH3:17])([CH3:16])[CH3:15])=[O:12])[CH2:6][CH2:5][CH:4]([C:7]([O:9]C)=O)[CH2:3][CH2:2]1.[Cl:18][CH2:19]I.C[Li], predict the reaction product. The product is: [Cl:18][CH2:19][C:7]([CH:4]1[CH2:3][CH2:2][N:1]([C:11]([O:13][C:14]([CH3:17])([CH3:16])[CH3:15])=[O:12])[CH2:6][CH2:5]1)=[O:9]. (2) Given the reactants [CH2:1]([NH:8][C:9]([C:11]1[C:20](=[O:21])[N:19]([O:22]CC2C=CC=CC=2)[C:14]2[N:15]=[CH:16][N:17]=[CH:18][C:13]=2[C:12]=1[OH:30])=[O:10])[C:2]1[CH:7]=[CH:6][CH:5]=[CH:4][CH:3]=1.CO.[H][H], predict the reaction product. The product is: [CH2:1]([NH:8][C:9]([C:11]1[C:20](=[O:21])[N:19]([OH:22])[C:14]2[N:15]=[CH:16][N:17]=[CH:18][C:13]=2[C:12]=1[OH:30])=[O:10])[C:2]1[CH:3]=[CH:4][CH:5]=[CH:6][CH:7]=1. (3) Given the reactants [CH2:1]([N:5]1[C:11](=[O:12])[CH2:10][CH2:9][N:8]([C:13]2[CH:18]=[CH:17][CH:16]=[C:15]([C:19]([F:22])([F:21])[F:20])[CH:14]=2)[CH2:7][CH2:6]1)[CH2:2][CH:3]=C.O.I([O-])(=O)(=O)=[O:25].[Na+], predict the reaction product. The product is: [O:12]=[C:11]1[N:5]([CH2:1][CH2:2][CH:3]=[O:25])[CH2:6][CH2:7][N:8]([C:13]2[CH:18]=[CH:17][CH:16]=[C:15]([C:19]([F:22])([F:21])[F:20])[CH:14]=2)[CH2:9][CH2:10]1. (4) The product is: [CH2:10]([O:9][C:3]([C:4]1[CH2:13][C:14]([O-:20])=[C:15]([C:16]([O:18][CH3:19])=[O:17])[C:5]=1[CH3:7])=[O:8])[CH3:11].[Na+:2]. Given the reactants [H-].[Na+:2].[C:3]([O:9][CH2:10][CH3:11])(=[O:8])[CH2:4][C:5]([CH3:7])=O.Cl[CH2:13][C:14](=[O:20])[CH2:15][C:16]([O:18][CH3:19])=[O:17], predict the reaction product. (5) Given the reactants [C:1]1([CH2:7][CH2:8][CH2:9][CH2:10][CH2:11][C:12]([OH:14])=O)[CH:6]=[CH:5][CH:4]=[CH:3][CH:2]=1.CCN(CC)CC.CN(C(ON1N=NC2C=CC=CC1=2)=[N+](C)C)C.[B-](F)(F)(F)F.C([O-])(=O)C.[O:48]=[C:49]1[C@@H:52]([NH3+:53])[CH2:51][NH:50]1, predict the reaction product. The product is: [C:1]1([CH2:7][CH2:8][CH2:9][CH2:10][CH2:11][C:12]([NH:53][C@H:52]2[CH2:51][NH:50][C:49]2=[O:48])=[O:14])[CH:2]=[CH:3][CH:4]=[CH:5][CH:6]=1. (6) Given the reactants Cl[CH2:2][C:3]1[CH:8]=[CH:7][N:6]=[C:5]2[N:9]([S:26]([C:29]3[CH:34]=[CH:33][C:32]([CH3:35])=[CH:31][CH:30]=3)(=[O:28])=[O:27])[C:10]([C:12]3[C:16]4=[N:17][C:18]([O:23][CH3:24])=[C:19]([O:21][CH3:22])[CH:20]=[C:15]4[N:14]([CH3:25])[CH:13]=3)=[CH:11][C:4]=12.[NH2:36][CH:37]1[CH2:42][CH2:41][N:40]([C:43]([O:45][C:46]([CH3:49])([CH3:48])[CH3:47])=[O:44])[CH2:39][CH2:38]1, predict the reaction product. The product is: [CH3:24][O:23][C:18]1[N:17]=[C:16]2[C:12]([C:10]3[N:9]([S:26]([C:29]4[CH:34]=[CH:33][C:32]([CH3:35])=[CH:31][CH:30]=4)(=[O:28])=[O:27])[C:5]4=[N:6][CH:7]=[CH:8][C:3]([CH2:2][NH:36][CH:37]5[CH2:38][CH2:39][N:40]([C:43]([O:45][C:46]([CH3:49])([CH3:48])[CH3:47])=[O:44])[CH2:41][CH2:42]5)=[C:4]4[CH:11]=3)=[CH:13][N:14]([CH3:25])[C:15]2=[CH:20][C:19]=1[O:21][CH3:22]. (7) The product is: [C:24]([O:23][C:21](=[O:22])[NH:20][CH2:19][CH2:18][CH2:17][CH2:16][C@H:12]([NH:11][C:9]([O:8][CH2:1][C:2]1[CH:7]=[CH:6][CH:5]=[CH:4][CH:3]=1)=[O:10])[CH2:13][OH:14])([CH3:27])([CH3:25])[CH3:26]. Given the reactants [CH2:1]([O:8][C:9]([NH:11][C@@H:12]([CH2:16][CH2:17][CH2:18][CH2:19][NH:20][C:21]([O:23][C:24]([CH3:27])([CH3:26])[CH3:25])=[O:22])[C:13](O)=[O:14])=[O:10])[C:2]1[CH:7]=[CH:6][CH:5]=[CH:4][CH:3]=1.C(OC(Cl)=O)C(C)C.[BH4-].[Na+].Cl, predict the reaction product.